This data is from Reaction yield outcomes from USPTO patents with 853,638 reactions. The task is: Predict the reaction yield, written as a fraction of the theoretical maximum amount of product (1.0 means a 100% yield; for example, 0.34 means a 34% yield). (1) The reactants are [Cl:1][C:2]1[N:3]([CH2:10][C@:11]2([CH3:14])[CH2:13][O:12]2)[CH:4]=[C:5]([N+:7]([O-:9])=[O:8])[N:6]=1.[C:15]1([CH:21]=[CH:22][CH2:23][O:24][CH:25]2[CH2:30][CH2:29][NH:28][CH2:27][CH2:26]2)[CH:20]=[CH:19][CH:18]=[CH:17][CH:16]=1. No catalyst specified. The product is [Cl:1][C:2]1[N:3]([CH2:10][C@@:11]([CH3:14])([OH:12])[CH2:13][N:28]2[CH2:27][CH2:26][CH:25]([O:24][CH2:23][CH:22]=[CH:21][C:15]3[CH:16]=[CH:17][CH:18]=[CH:19][CH:20]=3)[CH2:30][CH2:29]2)[CH:4]=[C:5]([N+:7]([O-:9])=[O:8])[N:6]=1. The yield is 0.490. (2) The reactants are [Cl:1][C:2]1[C:3](F)=[N:4][CH:5]=[C:6]([C:8]([F:11])([F:10])[F:9])[CH:7]=1.[C-:13]#[N:14].[K+]. The catalyst is CS(C)=O. The product is [Cl:1][C:2]1[C:3]([C:13]#[N:14])=[N:4][CH:5]=[C:6]([C:8]([F:11])([F:10])[F:9])[CH:7]=1. The yield is 0.840. (3) The reactants are [C:1]([O:5][C:6]([N:8]1[C@@H:12](/[CH:13]=[C:14](\Br)/[C:15]2[CH:20]=[CH:19][C:18]([Cl:21])=[CH:17][CH:16]=2)[CH2:11][O:10][C:9]1([CH3:24])[CH3:23])=[O:7])([CH3:4])([CH3:3])[CH3:2].[CH2:25]([Zn]CC)[CH3:26]. The catalyst is C1COCC1.C(OCC)(=O)C. The product is [C:1]([O:5][C:6]([N:8]1[C@@H:12](/[CH:13]=[C:14](/[C:15]2[CH:20]=[CH:19][C:18]([Cl:21])=[CH:17][CH:16]=2)\[CH2:25][CH3:26])[CH2:11][O:10][C:9]1([CH3:24])[CH3:23])=[O:7])([CH3:4])([CH3:3])[CH3:2]. The yield is 0.900. (4) The reactants are [CH3:1][O:2][C:3]1[CH:4]=[C:5]([CH:9]=[CH:10][C:11]=1[O:12][CH3:13])[C:6](Cl)=[O:7].[CH2:14]([C:16]1[CH:21]=[CH:20][CH:19]=[CH:18][C:17]=1[CH2:22][CH3:23])[CH3:15].[Cl-].[Al+3].[Cl-].[Cl-].COC1C=C(C(C2C=CC(OC)=CC=2)=CC#N)C=CC=1OC. No catalyst specified. The product is [CH2:14]([C:16]1[CH:21]=[C:20]([C:6]([C:5]2[CH:9]=[CH:10][C:11]([O:12][CH3:13])=[C:3]([O:2][CH3:1])[CH:4]=2)=[O:7])[CH:19]=[CH:18][C:17]=1[CH2:22][CH3:23])[CH3:15]. The yield is 0.410. (5) The reactants are Br[C:2]1[S:3][C:4]([C:10]([C:12]2[O:13][CH:14]=[CH:15][CH:16]=2)=[O:11])=[CH:5][C:6]=1[CH2:7][C:8]#[N:9].C1(C)C=CC=CC=1.[Cl:24][C:25]1[CH:30]=[CH:29][C:28](B(O)O)=[CH:27][CH:26]=1.C([O-])([O-])=O.[Na+].[Na+]. The catalyst is O.C(O)C. The product is [Cl:24][C:25]1[CH:30]=[CH:29][C:28]([C:2]2[S:3][C:4]([C:10]([C:12]3[O:13][CH:14]=[CH:15][CH:16]=3)=[O:11])=[CH:5][C:6]=2[CH2:7][C:8]#[N:9])=[CH:27][CH:26]=1. The yield is 0.720.